This data is from Peptide-MHC class II binding affinity with 134,281 pairs from IEDB. The task is: Regression. Given a peptide amino acid sequence and an MHC pseudo amino acid sequence, predict their binding affinity value. This is MHC class II binding data. (1) The peptide sequence is YGIAAENVIDVKLVD. The MHC is DRB1_1302 with pseudo-sequence DRB1_1302. The binding affinity (normalized) is 0.165. (2) The peptide sequence is AFKVAATAANAAPAM. The MHC is DRB1_0401 with pseudo-sequence DRB1_0401. The binding affinity (normalized) is 0.368. (3) The peptide sequence is MLEKTKEDLFGKKNL. The MHC is HLA-DQA10501-DQB10303 with pseudo-sequence HLA-DQA10501-DQB10303. The binding affinity (normalized) is 0. (4) The peptide sequence is EIDTDGDGFIDFNEF. The MHC is DRB4_0101 with pseudo-sequence DRB4_0103. The binding affinity (normalized) is 0.378. (5) The MHC is HLA-DQA10303-DQB10402 with pseudo-sequence HLA-DQA10303-DQB10402. The binding affinity (normalized) is 0.229. The peptide sequence is SGQVVTYALNTITNLKK. (6) The peptide sequence is SVLLVVVLFAVFLGS. The MHC is HLA-DQA10102-DQB10502 with pseudo-sequence HLA-DQA10102-DQB10502. The binding affinity (normalized) is 0. (7) The peptide sequence is NYPIVQNLQGQMVHQAISPR. The MHC is HLA-DQA10104-DQB10503 with pseudo-sequence HLA-DQA10104-DQB10503. The binding affinity (normalized) is 0.233.